Task: Predict which catalyst facilitates the given reaction.. Dataset: Catalyst prediction with 721,799 reactions and 888 catalyst types from USPTO Reactant: [CH3:1][CH:2]1[C:7](=O)[CH2:6][CH2:5][CH2:4][C:3]1=[O:9].[Cl:10][C:11]1[CH:12]=[C:13]([CH:15]=[CH:16][CH:17]=1)[NH2:14]. Product: [Cl:10][C:11]1[CH:12]=[C:13]([NH:14][C:7]2[CH2:6][CH2:5][CH2:4][C:3](=[O:9])[C:2]=2[CH3:1])[CH:15]=[CH:16][CH:17]=1. The catalyst class is: 91.